Dataset: Forward reaction prediction with 1.9M reactions from USPTO patents (1976-2016). Task: Predict the product of the given reaction. (1) The product is: [Cl:18][C:19]1[CH:24]=[CH:23][C:22]([C@H:25]2[C@H:30]([OH:31])[C@@H:29]([OH:32])[C@H:28]([OH:33])[C@@H:27]([CH2:34][OH:35])[O:26]2)=[CH:21][C:20]=1[CH2:36][C:37]1[CH:38]=[CH:39][C:40]([O:43][CH2:12][CH2:13][O:14][CH2:15][CH2:16][F:17])=[CH:41][CH:42]=1. Given the reactants CC1C=CC(S(O[CH2:12][CH2:13][O:14][CH2:15][CH2:16][F:17])(=O)=O)=CC=1.[Cl:18][C:19]1[CH:24]=[CH:23][C:22]([C@H:25]2[C@H:30]([OH:31])[C@@H:29]([OH:32])[C@H:28]([OH:33])[C@@H:27]([CH2:34][OH:35])[O:26]2)=[CH:21][C:20]=1[CH2:36][C:37]1[CH:42]=[CH:41][C:40]([OH:43])=[CH:39][CH:38]=1.C(=O)([O-])[O-].[Cs+].[Cs+], predict the reaction product. (2) Given the reactants [NH:1]1[C:9]2[C:4](=[CH:5][CH:6]=[CH:7][CH:8]=2)[CH:3]=[C:2]1[C:10]1[C:11](=[O:22])[NH:12][N:13]=[C:14]([C:16]2[CH:21]=[CH:20][N:19]=[CH:18][CH:17]=2)[CH:15]=1.[Br:23]N1C(=O)CCC1=O, predict the reaction product. The product is: [Br:23][C:3]1[C:4]2[C:9](=[CH:8][CH:7]=[CH:6][CH:5]=2)[NH:1][C:2]=1[C:10]1[C:11](=[O:22])[NH:12][N:13]=[C:14]([C:16]2[CH:21]=[CH:20][N:19]=[CH:18][CH:17]=2)[CH:15]=1. (3) Given the reactants [F:1][C:2]1[CH:11]=[C:10]2[C:5]([C:6](=[O:22])[CH:7]=[C:8]([C:12]([N:14]([CH3:21])[CH:15]3[CH2:20][CH2:19][NH:18][CH2:17][CH2:16]3)=[O:13])[O:9]2)=[CH:4][CH:3]=1.[CH:23]1[C:28]([CH:29]=O)=[CH:27][C:26]2[O:31][CH2:32][O:33][C:25]=2[CH:24]=1.[BH-](OC(C)=O)(OC(C)=O)OC(C)=O.[Na+], predict the reaction product. The product is: [O:33]1[C:25]2[CH:24]=[CH:23][C:28]([CH2:29][N:18]3[CH2:19][CH2:20][CH:15]([N:14]([CH3:21])[C:12]([C:8]4[O:9][C:10]5[C:5]([C:6](=[O:22])[CH:7]=4)=[CH:4][CH:3]=[C:2]([F:1])[CH:11]=5)=[O:13])[CH2:16][CH2:17]3)=[CH:27][C:26]=2[O:31][CH2:32]1. (4) Given the reactants [CH:1]12[CH2:6][CH:5]1[CH2:4][C@H:3]([C:7]([NH:9][C@H:10]([C:12]1[CH:21]=[CH:20][C:15]([C:16]([O:18][CH3:19])=[O:17])=[CH:14][CH:13]=1)[CH3:11])=[O:8])[NH:2]2.[F:22][C:23]([F:33])([F:32])[C:24]1[CH:31]=[CH:30][C:27]([CH2:28]Br)=[CH:26][CH:25]=1.C([O-])([O-])=O.[Na+].[Na+], predict the reaction product. The product is: [F:22][C:23]([F:32])([F:33])[C:24]1[CH:31]=[CH:30][C:27]([CH2:28][N:2]2[C@@H:3]([C:7]([NH:9][C@H:10]([C:12]3[CH:13]=[CH:14][C:15]([C:16]([O:18][CH3:19])=[O:17])=[CH:20][CH:21]=3)[CH3:11])=[O:8])[CH2:4][CH:5]3[CH:1]2[CH2:6]3)=[CH:26][CH:25]=1. (5) Given the reactants [NH2:1][C:2]1[N:6]([C:7]2[CH:12]=[CH:11][CH:10]=[CH:9][CH:8]=2)[N:5]=[C:4]([O:13][CH2:14][C@H:15]2[CH2:20][O:19][CH2:18][CH2:17][N:16]2[C:21]([O:23][C:24]([CH3:27])([CH3:26])[CH3:25])=[O:22])[C:3]=1[CH3:28].C1(C2C=CC([CH2:38][O:39]C)=CC=2CN)CC1.[CH3:43][O:44][CH2:45][C:46]1[CH:47]=[CH:48][C:49]([O:54][C:55]([F:58])([F:57])[F:56])=[C:50]([CH2:52][NH2:53])[CH:51]=1, predict the reaction product. The product is: [CH3:43][O:44][CH2:45][C:46]1[CH:47]=[CH:48][C:49]([O:54][C:55]([F:56])([F:57])[F:58])=[C:50]([CH:51]=1)[CH2:52][NH:53][C:38](=[O:39])[NH:1][C:2]1[N:6]([C:7]2[CH:12]=[CH:11][CH:10]=[CH:9][CH:8]=2)[N:5]=[C:4]([O:13][CH2:14][C@H:15]2[CH2:20][O:19][CH2:18][CH2:17][N:16]2[C:21]([O:23][C:24]([CH3:25])([CH3:27])[CH3:26])=[O:22])[C:3]=1[CH3:28]. (6) Given the reactants [C:1]([O:5][C:6]([N:8]1[CH2:13][CH2:12][CH:11]([CH:14]([N:16]2[C:20]3[N:21]=[C:22](Cl)[N:23]=[CH:24][C:19]=3[C:18]([C:26]([O:28][CH2:29][CH3:30])=[O:27])=[C:17]2[CH3:31])[CH3:15])[CH2:10][CH2:9]1)=[O:7])([CH3:4])([CH3:3])[CH3:2].[H][H], predict the reaction product. The product is: [C:1]([O:5][C:6]([N:8]1[CH2:9][CH2:10][CH:11]([CH:14]([N:16]2[C:20]3[N:21]=[CH:22][N:23]=[CH:24][C:19]=3[C:18]([C:26]([O:28][CH2:29][CH3:30])=[O:27])=[C:17]2[CH3:31])[CH3:15])[CH2:12][CH2:13]1)=[O:7])([CH3:3])([CH3:4])[CH3:2]. (7) Given the reactants [H-].[Na+].CN(C=O)C.[Br:8][C:9]1[CH:10]=[C:11]([C@H:15]([NH:18][C:19](=[O:25])[O:20][C:21]([CH3:24])([CH3:23])[CH3:22])[CH2:16][OH:17])[CH:12]=[CH:13][CH:14]=1.[C:26](OCC)(=O)[CH3:27], predict the reaction product. The product is: [Br:8][C:9]1[CH:10]=[C:11]([C@H:15]([NH:18][C:19](=[O:25])[O:20][C:21]([CH3:22])([CH3:24])[CH3:23])[CH2:16][O:17][CH2:26][CH3:27])[CH:12]=[CH:13][CH:14]=1. (8) Given the reactants [C:1]1([CH2:7][C:8]([C:10]2[CH:15]=[CH:14][C:13]([C:16]3([NH:20][C:21](=[O:27])[O:22][C:23]([CH3:26])([CH3:25])[CH3:24])[CH2:19][CH2:18][CH2:17]3)=[CH:12][CH:11]=2)=O)[CH:6]=CC=CC=1.[Cl:28][C:29]1[N:34]=[C:33]([CH:35]=O)[C:32]([NH:37]C(=O)OC(C)(C)C)=[CH:31][CH:30]=1.C(=O)([O-])[O-].[K+].[K+].CN(C=O)C, predict the reaction product. The product is: [Cl:28][C:29]1[N:34]=[C:33]2[C:32](=[CH:31][CH:30]=1)[N:37]=[C:8]([C:10]1[CH:15]=[CH:14][C:13]([C:16]3([NH:20][C:21](=[O:27])[O:22][C:23]([CH3:26])([CH3:24])[CH3:25])[CH2:19][CH2:18][CH2:17]3)=[CH:12][CH:11]=1)[C:7]([C:1]1[CH:8]=[CH:7][CH:1]=[CH:6][CH:6]=1)=[CH:35]2.